Dataset: Full USPTO retrosynthesis dataset with 1.9M reactions from patents (1976-2016). Task: Predict the reactants needed to synthesize the given product. Given the product [C:26]([C:23]1[CH:24]=[CH:25][C:20]([N:18]([CH3:19])[C:17]([CH2:16][O:15][C:13]2[C:12]3[C:7](=[CH:8][C:9]([Cl:32])=[CH:10][C:11]=3[Cl:31])[CH:6]=[C:5]([C:3]([OH:4])=[O:2])[CH:14]=2)=[O:30])=[CH:21][CH:22]=1)([OH:28])=[O:27], predict the reactants needed to synthesize it. The reactants are: C[O:2][C:3]([C:5]1[CH:14]=[C:13]([O:15][CH2:16][C:17](=[O:30])[N:18]([C:20]2[CH:25]=[CH:24][C:23]([C:26]([O:28]C)=[O:27])=[CH:22][CH:21]=2)[CH3:19])[C:12]2[C:7](=[CH:8][C:9]([Cl:32])=[CH:10][C:11]=2[Cl:31])[CH:6]=1)=[O:4].[Li+].[OH-].